Dataset: Forward reaction prediction with 1.9M reactions from USPTO patents (1976-2016). Task: Predict the product of the given reaction. (1) Given the reactants [Cl:1][C:2]1[CH:7]=[CH:6][C:5]([C:8]2[CH:13]=[CH:12][C:11]([O:14][CH2:15][CH:16]3[CH2:21][CH2:20][CH2:19][NH:18][CH2:17]3)=[CH:10][CH:9]=2)=[CH:4][CH:3]=1.[CH3:22][O:23][C:24]([C:26]1[CH:27]=[C:28](OB(O)O)[CH:29]=[CH:30][CH:31]=1)=[O:25], predict the reaction product. The product is: [Cl:1][C:2]1[CH:7]=[CH:6][C:5]([C:8]2[CH:13]=[CH:12][C:11]([O:14][CH2:15][CH:16]3[CH2:21][CH2:20][CH2:19][N:18]([C:30]4[CH:31]=[C:26]([CH:27]=[CH:28][CH:29]=4)[C:24]([O:23][CH3:22])=[O:25])[CH2:17]3)=[CH:10][CH:9]=2)=[CH:4][CH:3]=1. (2) Given the reactants C(NCC(C)C)C(C)C.[OH:10][C:11]1[CH:23]=[CH:22][C:14]2[C:15]([C:18]([F:21])([F:20])[F:19])=[N:16][O:17][C:13]=2[C:12]=1[CH2:24][CH2:25][CH3:26].S(Cl)([Cl:30])(=O)=O.O1C2C=CC=CC=2C=N1.S(=O)(O)[O-].[Na+], predict the reaction product. The product is: [Cl:30][C:23]1[C:11]([OH:10])=[C:12]([CH2:24][CH2:25][CH3:26])[C:13]2[O:17][N:16]=[C:15]([C:18]([F:21])([F:20])[F:19])[C:14]=2[CH:22]=1. (3) Given the reactants [C:1]([C:5]1[CH:10]=[CH:9][C:8]([S:11]([N:14]2[C:20]3[CH:21]=[C:22]([C:25]([NH:27][NH2:28])=[O:26])[CH:23]=[CH:24][C:19]=3[NH:18][C:17]3[N:29]=[C:30]([C:33]([F:36])([F:35])[F:34])[CH:31]=[CH:32][C:16]=3[CH2:15]2)(=[O:13])=[O:12])=[CH:7][CH:6]=1)([CH3:4])([CH3:3])[CH3:2].[CH2:37](N(CC)CC)[CH3:38].C(Cl)(=O)C.O=P(Cl)(Cl)Cl, predict the reaction product. The product is: [C:1]([C:5]1[CH:6]=[CH:7][C:8]([S:11]([N:14]2[C:20]3[CH:21]=[C:22]([C:25]4[O:26][C:37]([CH3:38])=[N:28][N:27]=4)[CH:23]=[CH:24][C:19]=3[NH:18][C:17]3[N:29]=[C:30]([C:33]([F:35])([F:36])[F:34])[CH:31]=[CH:32][C:16]=3[CH2:15]2)(=[O:13])=[O:12])=[CH:9][CH:10]=1)([CH3:4])([CH3:2])[CH3:3]. (4) Given the reactants Br[C:2]1[CH:7]=[N:6][C:5]([Br:8])=[CH:4][N:3]=1.[F:9][C:10]1[CH:15]=[CH:14][C:13](B(O)O)=[CH:12][CH:11]=1.C(=O)([O-])[O-].[Na+].[Na+], predict the reaction product. The product is: [Br:8][C:5]1[CH:4]=[N:3][C:2]([C:13]2[CH:14]=[CH:15][C:10]([F:9])=[CH:11][CH:12]=2)=[CH:7][N:6]=1. (5) Given the reactants O[C:2]1[CH:16]=[C:15]([CH3:17])[C:5]([CH2:6][C:7]2[O:11][C:10](C(O)=O)=[CH:9][CH:8]=2)=[C:4]([CH3:18])[CH:3]=1.O[C:20]1[CH:34]=[C:33]([CH3:35])[CH:32]=[C:31]([CH3:36])[C:21]=1[CH2:22][C:23]1[O:27][C:26](C(O)=O)=[CH:25][CH:24]=1.[OH2:37].[C:38]1(C)C=CC(S(O)(=O)=O)=CC=1.[CH3:49][OH:50].[OH2:51], predict the reaction product. The product is: [CH3:38][O:37][C:2]1[CH:3]=[C:4]([CH3:18])[C:5]([CH2:6][C:7]2[O:50][C:49]([C:26]([O:27][CH3:23])=[O:51])=[CH:9][CH:8]=2)=[C:15]([CH3:17])[CH:16]=1.[CH3:38][O:37][C:20]1[CH:34]=[C:33]([CH3:35])[CH:32]=[C:31]([CH3:36])[C:21]=1[CH2:22][C:23]1[O:50][C:49]([C:10]([O:11][CH3:7])=[O:51])=[CH:25][CH:24]=1.